This data is from Peptide-MHC class II binding affinity with 134,281 pairs from IEDB. The task is: Regression. Given a peptide amino acid sequence and an MHC pseudo amino acid sequence, predict their binding affinity value. This is MHC class II binding data. (1) The peptide sequence is KLIEKINAGFKAALAAAAGV. The MHC is DRB1_1302 with pseudo-sequence DRB1_1302. The binding affinity (normalized) is 0.635. (2) The peptide sequence is QVKVPKGAPCRIPVI. The MHC is DRB1_0401 with pseudo-sequence DRB1_0401. The binding affinity (normalized) is 0.00708. (3) The peptide sequence is LTQYFVQENYLEYRQVPG. The MHC is DRB1_0404 with pseudo-sequence DRB1_0404. The binding affinity (normalized) is 0. (4) The peptide sequence is HVGAKQENWNTDIKT. The MHC is HLA-DQA10201-DQB10303 with pseudo-sequence HLA-DQA10201-DQB10303. The binding affinity (normalized) is 0.